The task is: Predict the reaction yield, written as a fraction of the theoretical maximum amount of product (1.0 means a 100% yield; for example, 0.34 means a 34% yield).. This data is from Reaction yield outcomes from USPTO patents with 853,638 reactions. (1) The reactants are F[C:2](F)(C1C=CC(F)=CC=1)C1N=C(NC2C=C(C)NN=2)C2C(=CC(F)=CC=2)N=1.[Cl:29][C:30]1[C:39]2[C:34](=[CH:35][C:36](F)=[CH:37][CH:38]=2)[N:33]=[C:32]([C:41]([F:50])([F:49])[C:42]2[CH:47]=[CH:46][C:45]([F:48])=[CH:44][CH:43]=2)[N:31]=1. The yield is 0.130. The product is [Cl:29][C:30]1[C:39]2[C:34](=[CH:35][C:36]([CH3:2])=[CH:37][CH:38]=2)[N:33]=[C:32]([C:41]([F:49])([F:50])[C:42]2[CH:43]=[CH:44][C:45]([F:48])=[CH:46][CH:47]=2)[N:31]=1. No catalyst specified. (2) The reactants are [OH:1][CH2:2][C:3]1[O:7][N:6]=[C:5]([C:8]2[CH:9]=[CH:10][C:11]([CH3:26])=[C:12]([NH:14][C:15]([C:17]3[N:21]4[CH:22]=[CH:23][CH:24]=[CH:25][C:20]4=[N:19][CH:18]=3)=[O:16])[CH:13]=2)[N:4]=1.CCN(C(C)C)C(C)C.[CH3:36][S:37](Cl)(=[O:39])=[O:38]. The catalyst is C(Cl)Cl. The product is [CH3:36][S:37]([O:1][CH2:2][C:3]1[O:7][N:6]=[C:5]([C:8]2[CH:9]=[CH:10][C:11]([CH3:26])=[C:12]([NH:14][C:15]([C:17]3[N:21]4[CH:22]=[CH:23][CH:24]=[CH:25][C:20]4=[N:19][CH:18]=3)=[O:16])[CH:13]=2)[N:4]=1)(=[O:39])=[O:38]. The yield is 0.700. (3) The reactants are [C:1]([N:8]1[CH2:14][CH2:13][CH2:12][C@@H:9]1[CH2:10][OH:11])([O:3][C:4]([CH3:7])([CH3:6])[CH3:5])=[O:2].[S:15](Cl)([C:18]1[CH:24]=[CH:23][C:21]([CH3:22])=[CH:20][CH:19]=1)(=[O:17])=[O:16]. The catalyst is N1C=CC=CC=1. The product is [C:4]([O:3][C:1]([N:8]1[CH2:14][CH2:13][CH2:12][C@@H:9]1[CH2:10][O:11][S:15]([C:18]1[CH:24]=[CH:23][C:21]([CH3:22])=[CH:20][CH:19]=1)(=[O:17])=[O:16])=[O:2])([CH3:7])([CH3:6])[CH3:5]. The yield is 0.910. (4) The reactants are [Br:1][C:2]1[CH:7]=[C:6](F)[CH:5]=[CH:4][C:3]=1[N+:9]([O-:11])=[O:10].[CH3:12][N:13]1[CH2:18][CH2:17][NH:16][CH2:15][CH2:14]1.O. The catalyst is CCOC(C)=O. The product is [Br:1][C:2]1[CH:7]=[C:6]([N:16]2[CH2:17][CH2:18][N:13]([CH3:12])[CH2:14][CH2:15]2)[CH:5]=[CH:4][C:3]=1[N+:9]([O-:11])=[O:10]. The yield is 0.450.